This data is from Peptide-MHC class II binding affinity with 134,281 pairs from IEDB. The task is: Regression. Given a peptide amino acid sequence and an MHC pseudo amino acid sequence, predict their binding affinity value. This is MHC class II binding data. (1) The peptide sequence is AFKVAAMAANAAPAN. The MHC is HLA-DPA10103-DPB10301 with pseudo-sequence HLA-DPA10103-DPB10301. The binding affinity (normalized) is 0.830. (2) The peptide sequence is DVKFPGGGQIVGGHY. The MHC is HLA-DQA10501-DQB10301 with pseudo-sequence HLA-DQA10501-DQB10301. The binding affinity (normalized) is 0.669. (3) The peptide sequence is EPFPKRVWEQIFSTW. The MHC is DRB1_1302 with pseudo-sequence DRB1_1302. The binding affinity (normalized) is 0.232. (4) The peptide sequence is SAFQGLFGGLNWITK. The MHC is HLA-DQA10201-DQB10303 with pseudo-sequence HLA-DQA10201-DQB10303. The binding affinity (normalized) is 0.172. (5) The peptide sequence is GELQIVDKSDAAFKI. The MHC is DRB1_1501 with pseudo-sequence DRB1_1501. The binding affinity (normalized) is 0.450. (6) The peptide sequence is RKVAELVHFLLLKYR. The MHC is DRB1_0401 with pseudo-sequence DRB1_0401. The binding affinity (normalized) is 0.0469. (7) The peptide sequence is KALYDLQRSAMVYSS. The MHC is HLA-DPA10301-DPB10402 with pseudo-sequence HLA-DPA10301-DPB10402. The binding affinity (normalized) is 0.431. (8) The peptide sequence is FFALCVLGLVAAALP. The MHC is DRB1_0301 with pseudo-sequence DRB1_0301. The binding affinity (normalized) is 0.368.